From a dataset of Experimentally validated miRNA-target interactions with 360,000+ pairs, plus equal number of negative samples. Binary Classification. Given a miRNA mature sequence and a target amino acid sequence, predict their likelihood of interaction. (1) The protein sequence of the target gene is MGNVFEKLFKSLFGKKEMRILMVGLDAAGKTTILYKLKLGEIVTTIPTIGFNVETVEYKNISFTVWDVGGQDKIRPLWRHYFQNTQGLIFVVDSNDRERVNEAREELTRMLAEDELRDAVLLVFVNKQDLPNAMNAAEITDKLGLHSLRQRNWYIQATCATSGDGLYEGLDWLSNQLKNQK. The miRNA is hsa-miR-6830-3p with sequence UGUCUUUCUUCUCUCCCUUGCAG. Result: 0 (no interaction). (2) The miRNA is dre-miR-133c-3p with sequence UUUGGUCCCUUUCAACCAGCUA. The protein sequence of the target gene is MKLIVGIGGMTNGGKTTLTNSLLRALPNCCVIHQDDFFKPQDQIAVGEDGFKQWDVLESLDMEAMLDTVQAWLSSPQKFARAHGVSVQPEASDTHILLLEGFLLYSYKPLVDLYSRRYFLTVPYEECKWRRSTRNYTVPDPPGLFDGHVWPMYQKYRQEMEANGVEVVYLDGMKSREELFREVLEDIQNSLLNRSQESAPSPARPARTQGPGRGCGHRTARPAASQQDSM. Result: 0 (no interaction). (3) The miRNA is hsa-miR-219b-5p with sequence AGAUGUCCAGCCACAAUUCUCG. The protein sequence of the target gene is MAAQVTLEDALSNVDLLEELPLPDQQPCIEPPPSSLLYQPNFNTNFEDRNAFVTGIARYIEQATVHSSMNEMLEEGQEYAVMLYTWRSCSRAIPQVKCNEQPNRVEIYEKTVEVLEPEVTKLMNFMYFQRNAIERFCGEVRRLCHAERRKDFVSEAYLITLGKFINMFAVLDELKNMKCSVKNDHSAYKRAAQFLRKMADPQSIQESQNLSMFLANHNKITQSLQQQLEVISGYEELLADIVNLCVDYYENRMYLTPSEKHMLLKVMGFGLYLMDGSVSNIYKLDAKKRINLSKIDKYFK.... Result: 0 (no interaction).